This data is from Forward reaction prediction with 1.9M reactions from USPTO patents (1976-2016). The task is: Predict the product of the given reaction. (1) Given the reactants C([O:3][C:4]([C:6]1[N:7]=[C:8]([C:18]2[CH:23]=[CH:22][CH:21]=[CH:20][C:19]=2[O:24][CH3:25])[N:9]([C:11]2[CH:16]=[CH:15][C:14]([CH3:17])=[CH:13][CH:12]=2)[CH:10]=1)=O)C.[H-].[Al+3].[Li+].[H-].[H-].[H-].CCOCC.C(OCC)(=O)C, predict the reaction product. The product is: [CH3:25][O:24][C:19]1[CH:20]=[CH:21][CH:22]=[CH:23][C:18]=1[C:8]1[N:9]([C:11]2[CH:12]=[CH:13][C:14]([CH3:17])=[CH:15][CH:16]=2)[CH:10]=[C:6]([CH2:4][OH:3])[N:7]=1. (2) Given the reactants C(OC([N:8]1[CH2:13][CH2:12][N:11]([S:14]([CH3:17])(=[O:16])=[O:15])[C:10]([CH3:19])([CH3:18])[CH2:9]1)=O)(C)(C)C.[ClH:20], predict the reaction product. The product is: [ClH:20].[CH3:17][S:14]([N:11]1[CH2:12][CH2:13][NH:8][CH2:9][C:10]1([CH3:19])[CH3:18])(=[O:15])=[O:16]. (3) Given the reactants O=O.[CH2:3]([O:5]/[C:6](=[CH:10]\[C:11]1[CH:16]=[CH:15][C:14]([O:17][CH2:18][C:19]2[N:20]=[C:21]([C:25]3[CH:30]=[CH:29][CH:28]=[CH:27][C:26]=3[F:31])[O:22][C:23]=2[CH3:24])=[CH:13][C:12]=1[CH3:32])/[C:7]([OH:9])=[O:8])[CH3:4].[OH-].[Na+].[H][H].Cl, predict the reaction product. The product is: [CH2:3]([O:5][C@@H:6]([CH2:10][C:11]1[CH:16]=[CH:15][C:14]([O:17][CH2:18][C:19]2[N:20]=[C:21]([C:25]3[CH:30]=[CH:29][CH:28]=[CH:27][C:26]=3[F:31])[O:22][C:23]=2[CH3:24])=[CH:13][C:12]=1[CH3:32])[C:7]([OH:9])=[O:8])[CH3:4]. (4) The product is: [CH2:10]([O:9][C:1](=[O:8])[CH:2]([C:13]1[CH:18]=[CH:17][CH:16]=[CH:15][CH:14]=1)[C:3]([O:5][CH2:6][CH3:7])=[O:4])[CH3:11]. Given the reactants [C:1]([O:9][CH2:10][CH3:11])(=[O:8])[CH2:2][C:3]([O:5][CH2:6][CH3:7])=[O:4].I[C:13]1[CH:18]=[CH:17][CH:16]=[CH:15][CH:14]=1, predict the reaction product. (5) Given the reactants [N+:1]([C:4]1[CH:9]=[CH:8][C:7]([S:10](Cl)(=[O:12])=[O:11])=[CH:6][CH:5]=1)([O-:3])=[O:2].CN.[CH2:16]([N:18](CC)CC)C, predict the reaction product. The product is: [CH3:16][NH:18][S:10]([C:7]1[CH:8]=[CH:9][C:4]([N+:1]([O-:3])=[O:2])=[CH:5][CH:6]=1)(=[O:12])=[O:11].